Dataset: Peptide-MHC class II binding affinity with 134,281 pairs from IEDB. Task: Regression. Given a peptide amino acid sequence and an MHC pseudo amino acid sequence, predict their binding affinity value. This is MHC class II binding data. (1) The peptide sequence is CFILDGDNLFPKV. The MHC is DRB1_0401 with pseudo-sequence DRB1_0401. The binding affinity (normalized) is 0.722. (2) The MHC is HLA-DPA10103-DPB10201 with pseudo-sequence HLA-DPA10103-DPB10201. The peptide sequence is CNANPGLMKDVAKVF. The binding affinity (normalized) is 0.143. (3) The peptide sequence is GLDSLTTLLRALGAQ. The MHC is DRB5_0101 with pseudo-sequence DRB5_0101. The binding affinity (normalized) is 0.538. (4) The peptide sequence is VKFHTQAFSAHGSGR. The MHC is HLA-DQA10303-DQB10402 with pseudo-sequence HLA-DQA10303-DQB10402. The binding affinity (normalized) is 0.599.